Dataset: Reaction yield outcomes from USPTO patents with 853,638 reactions. Task: Predict the reaction yield, written as a fraction of the theoretical maximum amount of product (1.0 means a 100% yield; for example, 0.34 means a 34% yield). (1) The reactants are C([NH:9][C:10]1[CH:19]=[C:18]2[C:13]([CH:14]=[CH:15][CH:16]=[C:17]2[N:20]2[CH2:25][CH2:24][N:23]([CH3:26])[CH2:22][CH2:21]2)=[CH:12][CH:11]=1)(=O)C1C=CC=CC=1.C(O)C.[OH-].[Na+]. The catalyst is Cl. The product is [NH2:9][C:10]1[CH:19]=[C:18]2[C:13]([CH:14]=[CH:15][CH:16]=[C:17]2[N:20]2[CH2:25][CH2:24][N:23]([CH3:26])[CH2:22][CH2:21]2)=[CH:12][CH:11]=1. The yield is 0.920. (2) The reactants are Br[C:2]1[CH:7]=[CH:6][C:5]([OH:8])=[CH:4][C:3]=1[CH3:9].[C:10]([O:14][CH2:15][CH3:16])(=[O:13])[CH:11]=[CH2:12].C1(C)C=CC=CC=1P(C1C=CC=CC=1C)C1C=CC=CC=1C.C(N(CC)CC)C. The catalyst is CN(C=O)C.CCOC(C)=O.C([O-])(=O)C.[Pd+2].C([O-])(=O)C. The product is [OH:8][C:5]1[CH:6]=[CH:7][C:2](/[CH:12]=[CH:11]/[C:10]([O:14][CH2:15][CH3:16])=[O:13])=[C:3]([CH3:9])[CH:4]=1. The yield is 0.440. (3) The reactants are N[C:2]1[NH:6][N:5]=[C:4]([CH3:7])[C:3]=1[C:8]([O:10][CH2:11][CH3:12])=[O:9].S(=O)(=O)(O)O.N([O-])=O.[Na+].[I-:22].[K+]. The catalyst is O. The product is [I:22][C:2]1[NH:6][N:5]=[C:4]([CH3:7])[C:3]=1[C:8]([O:10][CH2:11][CH3:12])=[O:9]. The yield is 0.600. (4) The reactants are [F:1][C:2]1[CH:3]=[C:4]([OH:9])[CH:5]=[CH:6][C:7]=1[NH2:8].CC(C)([O-])C.[K+].[Cl:16][C:17]1[CH:22]=[C:21](Cl)[CH:20]=[CH:19][N:18]=1. The catalyst is CC(N(C)C)=O. The product is [Cl:16][C:17]1[CH:22]=[C:21]([O:9][C:4]2[CH:5]=[CH:6][C:7]([NH2:8])=[C:2]([F:1])[CH:3]=2)[CH:20]=[CH:19][N:18]=1. The yield is 0.860. (5) The reactants are [CH:1]1([NH:6][C:7]2[CH:8]=[C:9]([F:25])[CH:10]=[C:11]3[C:15]=2[NH:14][C:13]([C:16]2[S:17][CH2:18][C@@H:19]([CH2:21][C:22](O)=[O:23])[N:20]=2)=[CH:12]3)[CH2:5][CH2:4][CH2:3][CH2:2]1.[CH3:26][N:27]1[CH2:32][CH2:31][NH:30][CH2:29][CH2:28]1.C(Cl)CCl.C1C=CC2N(O)N=NC=2C=1.C(=O)(O)[O-].[Na+]. The catalyst is CN(C)C=O. The product is [CH:1]1([NH:6][C:7]2[CH:8]=[C:9]([F:25])[CH:10]=[C:11]3[C:15]=2[NH:14][C:13]([C:16]2[S:17][CH2:18][C@@H:19]([CH2:21][C:22]([N:30]4[CH2:31][CH2:32][N:27]([CH3:26])[CH2:28][CH2:29]4)=[O:23])[N:20]=2)=[CH:12]3)[CH2:2][CH2:3][CH2:4][CH2:5]1. The yield is 0.640.